The task is: Predict the reaction yield, written as a fraction of the theoretical maximum amount of product (1.0 means a 100% yield; for example, 0.34 means a 34% yield).. This data is from Reaction yield outcomes from USPTO patents with 853,638 reactions. (1) The reactants are CCO.C1(C)C(S([N:13]2[CH:17]=[CH:16][CH:15]=[C:14]2[C:18](=[O:32])[C:19]2[CH:24]=[CH:23][C:22]([NH:25]C(=O)C(F)(F)F)=[CH:21][CH:20]=2)(=O)=O)=CC=CC=1.[OH-].[K+]. The catalyst is CCOC(C)=O. The product is [NH2:25][C:22]1[CH:23]=[CH:24][C:19]([C:18]([C:14]2[NH:13][CH:17]=[CH:16][CH:15]=2)=[O:32])=[CH:20][CH:21]=1. The yield is 0.940. (2) The reactants are [Cl-].[NH4+:2].[O:3]1[CH:7]=[CH:6][CH:5]=[C:4]1C=O.[C-:10]#[N:11].[Na+].[BrH:13].[CH3:14]C(OC)(C)C. The catalyst is O.C(O)(=O)C. The product is [Br-:13].[C:14]([CH:10]([C:4]1[O:3][CH:7]=[CH:6][CH:5]=1)[NH3+:11])#[N:2]. The yield is 0.540. (3) The reactants are [NH2:1][C:2]1[CH:7]=[C:6]([N+:8]([O-:10])=[O:9])[CH:5]=[CH:4][C:3]=1[OH:11].[C:12]([S-])(=[S:16])OCC.[K+].O.Cl. The catalyst is N1C=CC=CC=1. The product is [N+:8]([C:6]1[CH:5]=[CH:4][C:3]2[O:11][C:12](=[S:16])[NH:1][C:2]=2[CH:7]=1)([O-:10])=[O:9]. The yield is 0.840.